From a dataset of Peptide-MHC class I binding affinity with 185,985 pairs from IEDB/IMGT. Regression. Given a peptide amino acid sequence and an MHC pseudo amino acid sequence, predict their binding affinity value. This is MHC class I binding data. (1) The peptide sequence is HTQGYFPDW. The MHC is HLA-B58:02 with pseudo-sequence HLA-B58:02. The binding affinity (normalized) is 0.256. (2) The peptide sequence is KLMPGSIYV. The MHC is HLA-B27:05 with pseudo-sequence HLA-B27:05. The binding affinity (normalized) is 0.0847. (3) The peptide sequence is NHINVGLSL. The MHC is Mamu-A07 with pseudo-sequence Mamu-A07. The binding affinity (normalized) is 0.944. (4) The peptide sequence is VQIPEKKCF. The MHC is HLA-A01:01 with pseudo-sequence HLA-A01:01. The binding affinity (normalized) is 0.0847. (5) The peptide sequence is ISVLTGSSI. The MHC is HLA-B15:01 with pseudo-sequence HLA-B15:01. The binding affinity (normalized) is 0.673. (6) The peptide sequence is CAVIPFDDI. The MHC is HLA-A02:06 with pseudo-sequence HLA-A02:06. The binding affinity (normalized) is 0.348. (7) The peptide sequence is LLDDGWAGE. The MHC is HLA-B39:01 with pseudo-sequence HLA-B39:01. The binding affinity (normalized) is 0.0847. (8) The peptide sequence is FLQRTDLSY. The MHC is HLA-A11:01 with pseudo-sequence HLA-A11:01. The binding affinity (normalized) is 0.213. (9) The peptide sequence is ITIQYNLTF. The MHC is HLA-B07:02 with pseudo-sequence HLA-B07:02. The binding affinity (normalized) is 0.0272.